Dataset: Forward reaction prediction with 1.9M reactions from USPTO patents (1976-2016). Task: Predict the product of the given reaction. (1) Given the reactants Cl.[CH3:2][O:3][C@H:4]1[C@@H:9]([O:10][CH3:11])[CH2:8][C@@H:7]([NH2:12])[C@@H:6]([NH2:13])[CH2:5]1.Cl.CO[C@@H]1[C@H](OC)C[C@@H](N)[C@@H](N)C1.C(N(CC)CC)C.[Cl:34][C:35]1[CH:36]=[C:37]2[C:41](=[CH:42][CH:43]=1)[NH:40][C:39]([C:44](OC1C=CC([N+]([O-])=O)=CC=1)=[O:45])=[CH:38]2, predict the reaction product. The product is: [Cl:34][C:35]1[CH:36]=[C:37]2[C:41](=[CH:42][CH:43]=1)[NH:40][C:39]([C:44]([NH:12][C@@H:7]1[CH2:8][C@H:9]([O:10][CH3:11])[C@H:4]([O:3][CH3:2])[CH2:5][C@@H:6]1[NH2:13])=[O:45])=[CH:38]2. (2) The product is: [Cl:2][C:3]1[C:8]([Cl:9])=[CH:7][CH:6]=[CH:5][C:4]=1[N:10]1[CH2:15][CH2:14][N:13]([CH2:17][CH2:18][CH2:19][N:20]2[C:24](=[O:25])[C:23]3[C:22](=[CH:29][CH:28]=[CH:27][CH:26]=3)[C:21]2=[O:30])[CH2:12][CH2:11]1. Given the reactants Cl.[Cl:2][C:3]1[C:8]([Cl:9])=[CH:7][CH:6]=[CH:5][C:4]=1[N:10]1[CH2:15][CH2:14][NH:13][CH2:12][CH2:11]1.Br[CH2:17][CH2:18][CH2:19][N:20]1[C:24](=[O:25])[C:23]2=[CH:26][CH:27]=[CH:28][CH:29]=[C:22]2[C:21]1=[O:30].C(=O)([O-])[O-].[K+].[K+], predict the reaction product. (3) The product is: [CH3:17][O:16][C:11](=[O:15])[C@H:12]([CH3:14])[NH:1][C:2]1[CH:7]=[CH:6][C:5]([CH2:8][CH3:9])=[CH:4][CH:3]=1. Given the reactants [NH2:1][C:2]1[CH:7]=[CH:6][C:5]([C:8](=O)[CH3:9])=[CH:4][CH:3]=1.[C:11]([O:16][CH3:17])(=[O:15])[C:12]([CH3:14])=O.C1(C)C=CC(S(O)(=O)=O)=CC=1.[H][H], predict the reaction product. (4) Given the reactants [ClH:1].[CH2:2]([C:7]1[N:8]=[C:9]([NH2:12])[NH:10][CH:11]=1)[CH2:3][CH2:4][C:5]#[CH:6].[N:13]([CH2:16][C:17]([CH3:25])=[CH:18][C:19]1[CH:24]=[CH:23][CH:22]=[CH:21][CH:20]=1)=[N+:14]=[N-:15], predict the reaction product. The product is: [ClH:1].[CH3:25][C:17](=[CH:18][C:19]1[CH:24]=[CH:23][CH:22]=[CH:21][CH:20]=1)[CH2:16][N:13]1[CH:6]=[C:5]([CH2:4][CH2:3][CH2:2][C:7]2[NH:8][C:9]([NH2:12])=[N:10][CH:11]=2)[N:15]=[N:14]1. (5) Given the reactants [CH3:1][N:2]([S:13]([CH3:16])(=[O:15])=[O:14])[C:3]1[O:4][CH:5]=[C:6]([C:8]([O:10]CC)=[O:9])[N:7]=1.[OH-].[Li+].O1CCCC1.Cl, predict the reaction product. The product is: [CH3:1][N:2]([S:13]([CH3:16])(=[O:15])=[O:14])[C:3]1[O:4][CH:5]=[C:6]([C:8]([OH:10])=[O:9])[N:7]=1. (6) Given the reactants [CH2:1]([C:3]1[C:8]([F:9])=[CH:7][C:6]([OH:10])=[C:5]([O:11][CH3:12])[CH:4]=1)[CH3:2].[F:13][C:14]1[CH:15]=[C:16]([CH:19]=[CH:20][C:21]=1F)[C:17]#[N:18].[OH-].[K+], predict the reaction product. The product is: [CH2:1]([C:3]1[C:8]([F:9])=[CH:7][C:6]([O:10][C:21]2[CH:20]=[CH:19][C:16]([C:17]#[N:18])=[CH:15][C:14]=2[F:13])=[C:5]([O:11][CH3:12])[CH:4]=1)[CH3:2]. (7) Given the reactants C[C:2]1[CH:21]=[CH:20][C:5]([CH2:6][C:7]2[CH:11]=[C:10]([C:12]([O:14]CC)=O)[N:9]([CH2:17][CH2:18][CH3:19])[N:8]=2)=[CH:4][CH:3]=1.[H-].[Al+3].[Li+].[H-].[H-].[H-], predict the reaction product. The product is: [CH3:4][CH2:3][CH2:2][CH2:21][CH2:20][CH:6]([C:7]1[CH:11]=[C:10]([CH2:12][OH:14])[N:9]([CH2:17][CH2:18][CH3:19])[N:8]=1)[C:5]1[CH:4]=[CH:3][CH:2]=[CH:21][CH:20]=1. (8) Given the reactants [Br:1][C:2]1[CH:7]=[CH:6][C:5]([C:8]2[NH:9][C:10]([C:13]([F:16])([F:15])[F:14])=[CH:11][N:12]=2)=[CH:4][CH:3]=1.[CH2:17](Br)[C:18]1[CH:23]=[CH:22][CH:21]=[CH:20][CH:19]=1.C(=O)([O-])[O-].[K+].[K+].CN(C)C=O, predict the reaction product. The product is: [CH2:17]([N:12]1[CH:11]=[C:10]([C:13]([F:14])([F:16])[F:15])[N:9]=[C:8]1[C:5]1[CH:4]=[CH:3][C:2]([Br:1])=[CH:7][CH:6]=1)[C:18]1[CH:23]=[CH:22][CH:21]=[CH:20][CH:19]=1. (9) The product is: [CH3:1][O:2][C:3]([CH:5]1[CH2:9][CH:8]([CH3:10])[CH2:7][CH:6]1[C:11]1[CH:16]=[C:15]([O:17][CH2:18][O:19][CH3:20])[CH:14]=[CH:13][C:12]=1[O:21][CH2:22][O:23][CH3:24])=[O:4]. Given the reactants [CH3:1][O:2][C:3]([C:5]1[CH2:9][CH:8]([CH3:10])[CH2:7][C:6]=1[C:11]1[CH:16]=[C:15]([O:17][CH2:18][O:19][CH3:20])[CH:14]=[CH:13][C:12]=1[O:21][CH2:22][O:23][CH3:24])=[O:4], predict the reaction product. (10) Given the reactants [F:1][C:2]1[CH:7]=[CH:6][CH:5]=[C:4]([F:8])[C:3]=1[C:9]1[O:10][C:11]([C:17]2[CH:22]=[CH:21][C:20]([OH:23])=[CH:19][CH:18]=2)=[C:12]([C:14]([NH2:16])=[O:15])[N:13]=1.Cl[CH2:25][CH:26]1[O:31][CH2:30][CH2:29][N:28](CC2C=CC=CC=2)[CH2:27]1, predict the reaction product. The product is: [F:1][C:2]1[CH:7]=[CH:6][CH:5]=[C:4]([F:8])[C:3]=1[C:9]1[O:10][C:11]([C:17]2[CH:18]=[CH:19][C:20]([O:23][CH2:25][CH:26]3[O:31][CH2:30][CH2:29][NH:28][CH2:27]3)=[CH:21][CH:22]=2)=[C:12]([C:14]([NH2:16])=[O:15])[N:13]=1.